This data is from Forward reaction prediction with 1.9M reactions from USPTO patents (1976-2016). The task is: Predict the product of the given reaction. (1) Given the reactants [CH3:1][O:2][C:3]([C:5]1[C:13]2[C:8](=[C:9]([F:14])[CH:10]=[CH:11][CH:12]=2)[NH:7][CH:6]=1)=[O:4].[H-].[Na+].[F:17][C:18]([F:31])([F:30])[O:19][CH2:20][CH2:21]OS(C(F)(F)F)(=O)=O, predict the reaction product. The product is: [CH3:1][O:2][C:3]([C:5]1[C:13]2[C:8](=[C:9]([F:14])[CH:10]=[CH:11][CH:12]=2)[N:7]([CH2:21][CH2:20][O:19][C:18]([F:31])([F:30])[F:17])[CH:6]=1)=[O:4]. (2) Given the reactants [Cl:1][C:2]1[C:3]2[N:4]([CH:8]=[C:9]([CH2:11][CH3:12])[N:10]=2)[CH:5]=[CH:6][CH:7]=1.Br[C:14]1[CH:31]=[CH:30][C:17]([O:18][C:19]2[CH:24]=[CH:23][CH:22]=[C:21]([S:25]([CH2:28][CH3:29])(=[O:27])=[O:26])[CH:20]=2)=[CH:16][CH:15]=1, predict the reaction product. The product is: [Cl:1][C:2]1[C:3]2[N:4]([C:8]([C:14]3[CH:15]=[CH:16][C:17]([O:18][C:19]4[CH:24]=[CH:23][CH:22]=[C:21]([S:25]([CH2:28][CH3:29])(=[O:27])=[O:26])[CH:20]=4)=[CH:30][CH:31]=3)=[C:9]([CH2:11][CH3:12])[N:10]=2)[CH:5]=[CH:6][CH:7]=1.